This data is from Catalyst prediction with 721,799 reactions and 888 catalyst types from USPTO. The task is: Predict which catalyst facilitates the given reaction. Reactant: [CH2:1]([O:3][CH2:4][C:5]1[CH:6]=[N:7][C:8]([N:11]2[CH2:16][CH2:15][CH:14]([C@H:17]3[CH2:19][C@H:18]3[CH2:20][CH2:21][O:22][C:23]3[CH:28]=[CH:27][C:26]([CH2:29][C:30](O)=[O:31])=[C:25]([F:33])[CH:24]=3)[CH2:13][CH2:12]2)=[N:9][CH:10]=1)[CH3:2].Cl.[OH:35][CH:36]1[CH2:39][NH:38][CH2:37]1.CN(C(ON1N=NC2C=CC=NC1=2)=[N+](C)C)C.F[P-](F)(F)(F)(F)F.CCN(C(C)C)C(C)C. Product: [CH2:1]([O:3][CH2:4][C:5]1[CH:10]=[N:9][C:8]([N:11]2[CH2:16][CH2:15][CH:14]([C@H:17]3[CH2:19][C@H:18]3[CH2:20][CH2:21][O:22][C:23]3[CH:28]=[CH:27][C:26]([CH2:29][C:30]([N:38]4[CH2:39][CH:36]([OH:35])[CH2:37]4)=[O:31])=[C:25]([F:33])[CH:24]=3)[CH2:13][CH2:12]2)=[N:7][CH:6]=1)[CH3:2]. The catalyst class is: 39.